Dataset: Forward reaction prediction with 1.9M reactions from USPTO patents (1976-2016). Task: Predict the product of the given reaction. (1) Given the reactants BrC1C=C2C(NC(C3C=NN(CC4C=CC=CC=4)C=3)=O)=CN(S(C3C=CC(C)=CC=3)(=O)=O)C2=NC=1.CN1CCC[C@H]1COC1C=CC=C(B2OC(C)(C)C(C)(C)O2)C=1.C(=O)([O-])[O-].[K+].[K+].[CH3:65][N:66]1[CH2:70][CH2:69][CH2:68][C@H:67]1[CH2:71][O:72][C:73]1[CH:74]=[C:75]([C:79]2[CH:80]=[C:81]3[C:87]([NH:88][C:89]([C:91]4[CH:92]=[N:93][N:94]([CH2:96][C:97]5[CH:102]=[CH:101][CH:100]=[CH:99][CH:98]=5)[CH:95]=4)=[O:90])=[CH:86][N:85](S(C4C=CC(C)=CC=4)(=O)=O)[C:82]3=[N:83][CH:84]=2)[CH:76]=[CH:77][CH:78]=1.CN1CCCC(OC2C=C(C3C=C4C(NC(C5C=NN(CC6C=CC=CC=6)C=5)=O)=CN(S(C5C=CC(C)=CC=5)(=O)=O)C4=NC=3)C=CC=2)C1, predict the reaction product. The product is: [CH3:65][N:66]1[CH2:70][CH2:69][CH2:68][C@H:67]1[CH2:71][O:72][C:73]1[CH:74]=[C:75]([C:79]2[CH:80]=[C:81]3[C:87]([NH:88][C:89]([C:91]4[CH:92]=[N:93][N:94]([CH2:96][C:97]5[CH:102]=[CH:101][CH:100]=[CH:99][CH:98]=5)[CH:95]=4)=[O:90])=[CH:86][NH:85][C:82]3=[N:83][CH:84]=2)[CH:76]=[CH:77][CH:78]=1. (2) Given the reactants [CH:1](O)=O.[C:4](=[O:11])([O:6][C:7]([CH3:10])([CH3:9])[CH3:8])[NH2:5].C([C:14]1[CH:21]=[CH:20][C:17]([C:18]#[N:19])=[CH:16][C:15]=1[S:22]([CH3:25])(=[O:24])=[O:23])=O.[C:26]1([S:32]([O-:34])=[O:33])[CH:31]=[CH:30][CH:29]=[CH:28][CH:27]=1.[Na+], predict the reaction product. The product is: [C:18]([C:17]1[CH:20]=[CH:21][C:14]([N:5]([CH2:1][S:32]([C:26]2[CH:31]=[CH:30][CH:29]=[CH:28][CH:27]=2)(=[O:34])=[O:33])[C:4](=[O:11])[O:6][C:7]([CH3:10])([CH3:9])[CH3:8])=[C:15]([S:22]([CH3:25])(=[O:23])=[O:24])[CH:16]=1)#[N:19]. (3) Given the reactants [NH:1]1[CH2:6][CH2:5][O:4][CH2:3][CH2:2]1.F[C:8]1[CH:13]=[C:12]([N+:14]([O-:16])=[O:15])[CH:11]=[C:10]([I:17])[CH:9]=1, predict the reaction product. The product is: [I:17][C:10]1[CH:9]=[C:8]([N:1]2[CH2:6][CH2:5][O:4][CH2:3][CH2:2]2)[CH:13]=[C:12]([N+:14]([O-:16])=[O:15])[CH:11]=1.